The task is: Predict the reaction yield, written as a fraction of the theoretical maximum amount of product (1.0 means a 100% yield; for example, 0.34 means a 34% yield).. This data is from Reaction yield outcomes from USPTO patents with 853,638 reactions. (1) The reactants are [C:1]1([N:7]2[CH:12]=[CH:11][C:10]([CH2:13][CH2:14][CH2:15][CH2:16][CH2:17][CH2:18][CH2:19][C:20]3[N:21]=[N:22][NH:23][CH:24]=3)=[C:9]([OH:25])[C:8]2=O)[CH:6]=[CH:5][CH:4]=[CH:3][CH:2]=1.P12(SP3(SP(SP(S3)(S1)=S)(=S)S2)=S)=[S:28].C1(N2C=CC(CCCC3N=NNC=3)=C(O)C2=S)C=CC=CC=1. No catalyst specified. The product is [C:1]1([N:7]2[CH:12]=[CH:11][C:10]([CH2:13][CH2:14][CH2:15][CH2:16][CH2:17][CH2:18][CH2:19][C:20]3[N:21]=[N:22][NH:23][CH:24]=3)=[C:9]([OH:25])[C:8]2=[S:28])[CH:6]=[CH:5][CH:4]=[CH:3][CH:2]=1. The yield is 0.430. (2) The reactants are [C:1]([O:4][C:5]1[CH:13]=[CH:12][C:8]([C:9]([OH:11])=O)=[CH:7][CH:6]=1)(=[O:3])[CH3:2].ClCCl.C([O-])(O)=O.[Na+].Cl.[CH2:23]([O:30][NH2:31])[C:24]1[CH:29]=[CH:28][CH:27]=[CH:26][CH:25]=1. The catalyst is CN(C)C=O.O1CCCC1. The product is [C:1]([O:4][C:5]1[CH:6]=[CH:7][C:8]([C:9]([NH:31][O:30][CH2:23][C:24]2[CH:29]=[CH:28][CH:27]=[CH:26][CH:25]=2)=[O:11])=[CH:12][CH:13]=1)(=[O:3])[CH3:2]. The yield is 0.900. (3) The reactants are [C:1]([O:20][CH2:21][C@@H:22]([O:25][CH2:26]/[CH:27]=[N:28]/[OH:29])[CH:23]=[CH2:24])([C:14]1[CH:19]=[CH:18][CH:17]=[CH:16][CH:15]=1)([C:8]1[CH:13]=[CH:12][CH:11]=[CH:10][CH:9]=1)[C:2]1[CH:7]=[CH:6][CH:5]=[CH:4][CH:3]=1.Cl[O-].[Na+]. The catalyst is COC(C)(C)C.C(OCC)(=O)C. The product is [C:1]([O:20][CH2:21][C@@H:22]1[C@@H:23]2[C:27](=[N:28][O:29][CH2:24]2)[CH2:26][O:25]1)([C:8]1[CH:13]=[CH:12][CH:11]=[CH:10][CH:9]=1)([C:14]1[CH:15]=[CH:16][CH:17]=[CH:18][CH:19]=1)[C:2]1[CH:3]=[CH:4][CH:5]=[CH:6][CH:7]=1. The yield is 0.650.